Dataset: Reaction yield outcomes from USPTO patents with 853,638 reactions. Task: Predict the reaction yield, written as a fraction of the theoretical maximum amount of product (1.0 means a 100% yield; for example, 0.34 means a 34% yield). (1) The reactants are [C:1]([O:5][C:6](=[O:21])[C:7]([S:10][C:11]1[CH:12]=[C:13]2[C:17](=[CH:18][CH:19]=1)[CH2:16][CH:15]([NH2:20])[CH2:14]2)([CH3:9])[CH3:8])([CH3:4])([CH3:3])[CH3:2].[C:22](Cl)(=[O:24])[CH3:23]. The catalyst is C(Cl)Cl. The product is [C:1]([O:5][C:6](=[O:21])[C:7]([S:10][C:11]1[CH:12]=[C:13]2[C:17](=[CH:18][CH:19]=1)[CH2:16][CH:15]([NH:20][C:22](=[O:24])[CH3:23])[CH2:14]2)([CH3:9])[CH3:8])([CH3:2])([CH3:3])[CH3:4]. The yield is 0.710. (2) The reactants are [CH2:1]([O:8][N:9]([CH2:12][CH:13]1[CH:17]([CH2:18][CH2:19][CH2:20][CH3:21])[CH2:16][NH:15][C:14]1=[O:22])[CH:10]=[O:11])[C:2]1[CH:7]=[CH:6][CH:5]=[CH:4][CH:3]=1.C[Si]([N-][Si](C)(C)C)(C)C.[Li+].[C:33](Cl)(=[O:40])[C:34]1[CH:39]=[CH:38][CH:37]=[CH:36][CH:35]=1. The catalyst is C1COCC1. The product is [CH2:1]([O:8][N:9]([CH2:12][CH:13]1[CH:17]([CH2:18][CH2:19][CH2:20][CH3:21])[CH2:16][N:15]([C:33]([C:34]2[CH:39]=[CH:38][CH:37]=[CH:36][CH:35]=2)=[O:40])[C:14]1=[O:22])[CH:10]=[O:11])[C:2]1[CH:7]=[CH:6][CH:5]=[CH:4][CH:3]=1. The yield is 0.500. (3) The reactants are [Cl:1][C:2]1[N:3]=[CH:4][C:5]2[CH:10]=[C:9]([CH:11](OCC)[O:12]CC)[N:8]([CH:18]3[CH2:22][CH2:21][CH2:20][CH2:19]3)[C:6]=2[N:7]=1.Cl.[OH-].[Na+].C([O-])(O)=O.[Na+]. The catalyst is O1CCOCC1. The product is [Cl:1][C:2]1[N:3]=[CH:4][C:5]2[CH:10]=[C:9]([CH:11]=[O:12])[N:8]([CH:18]3[CH2:19][CH2:20][CH2:21][CH2:22]3)[C:6]=2[N:7]=1. The yield is 0.830. (4) The reactants are [Cl:1][C:2]1[CH:7]=[CH:6][CH:5]=[CH:4][C:3]=1[C:8]([N:10]=[C:11]=[S:12])=[O:9].[Cl:13][C:14]1[CH:20]=[C:19]([O:21][C:22]2[C:31]3[C:26](=[CH:27][C:28]([O:34][CH3:35])=[C:29]([O:32][CH3:33])[CH:30]=3)[N:25]=[CH:24][CH:23]=2)[CH:18]=[CH:17][C:15]=1[NH2:16].C1(C)C=CC=CC=1. The catalyst is C(O)C. The product is [Cl:1][C:2]1[CH:7]=[CH:6][CH:5]=[CH:4][C:3]=1[C:8]([NH:10][C:11]([NH:16][C:15]1[CH:17]=[CH:18][C:19]([O:21][C:22]2[C:31]3[C:26](=[CH:27][C:28]([O:34][CH3:35])=[C:29]([O:32][CH3:33])[CH:30]=3)[N:25]=[CH:24][CH:23]=2)=[CH:20][C:14]=1[Cl:13])=[S:12])=[O:9]. The yield is 0.480. (5) The reactants are C[O:2][C:3](=[O:32])[CH:4]([NH:16][C:17]1[CH:22]=[CH:21][CH:20]=[CH:19][C:18]=1[C:23](=[O:31])[C:24]1[CH:29]=[CH:28][CH:27]=[CH:26][C:25]=1[CH3:30])[CH2:5][C:6]1[CH:11]=[CH:10][C:9]([O:12][CH2:13][CH2:14]Br)=[CH:8][CH:7]=1.[CH:33]1[C:45]2[NH:44][C:43]3[C:38](=[CH:39][CH:40]=[CH:41][CH:42]=3)[C:37]=2[CH:36]=[CH:35][CH:34]=1.[OH-].[Na+]. The catalyst is C1C=CC=CC=1.[Br-].C([N+](CCCC)(CCCC)CCCC)CCC. The product is [CH3:30][C:25]1[CH:26]=[CH:27][CH:28]=[CH:29][C:24]=1[C:23]([C:18]1[CH:19]=[CH:20][CH:21]=[CH:22][C:17]=1[NH:16][CH:4]([CH2:5][C:6]1[CH:7]=[CH:8][C:9]([O:12][CH2:13][CH2:14][C:42]2[C:43]3[NH:44][C:45]4[C:37](=[CH:36][CH:35]=[CH:34][CH:33]=4)[C:38]=3[CH:39]=[CH:40][CH:41]=2)=[CH:10][CH:11]=1)[C:3]([OH:2])=[O:32])=[O:31]. The yield is 0.390.